Dataset: Forward reaction prediction with 1.9M reactions from USPTO patents (1976-2016). Task: Predict the product of the given reaction. (1) Given the reactants [Li+].CC([N-]C(C)C)C.[CH:9]1([N:12]2[CH:16]=[CH:15][C:14]([C:17]([O:19][CH3:20])=[O:18])=[CH:13]2)[CH2:11][CH2:10]1.[Cl:21][C:22]1[CH:29]=[CH:28][C:25]([CH:26]=[O:27])=[CH:24][CH:23]=1, predict the reaction product. The product is: [Cl:21][C:22]1[CH:29]=[CH:28][C:25]([CH:26]([OH:27])[C:13]2[N:12]([CH:9]3[CH2:10][CH2:11]3)[CH:16]=[CH:15][C:14]=2[C:17]([O:19][CH3:20])=[O:18])=[CH:24][CH:23]=1. (2) Given the reactants [F:1][C:2]([F:39])([F:38])[C:3]1[CH:37]=[CH:36][C:6]([CH2:7][NH:8][C:9]2[CH:14]=[CH:13][C:12]([CH2:15][C:16]3[C:24]4[C:19](=[N:20][CH:21]=[C:22]([O:25][Si](C(C)C)(C(C)C)C(C)C)[CH:23]=4)[NH:18][CH:17]=3)=[CH:11][N:10]=2)=[CH:5][CH:4]=1.[F-].C([N+](CCCC)(CCCC)CCCC)CCC, predict the reaction product. The product is: [F:39][C:2]([F:1])([F:38])[C:3]1[CH:37]=[CH:36][C:6]([CH2:7][NH:8][C:9]2[N:10]=[CH:11][C:12]([CH2:15][C:16]3[C:24]4[C:19](=[N:20][CH:21]=[C:22]([OH:25])[CH:23]=4)[NH:18][CH:17]=3)=[CH:13][CH:14]=2)=[CH:5][CH:4]=1. (3) Given the reactants Cl[C:2]1[CH:7]=[CH:6][N:5]=[CH:4][CH:3]=1.[NH2:8][CH2:9][CH:10]1[CH2:15][CH2:14][N:13]([C:16]([O:18][C:19]([CH3:22])([CH3:21])[CH3:20])=[O:17])[CH2:12][CH2:11]1, predict the reaction product. The product is: [C:19]([O:18][C:16]([N:13]1[CH2:14][CH2:15][CH:10]([CH2:9][NH:8][C:2]2[CH:7]=[CH:6][N:5]=[CH:4][CH:3]=2)[CH2:11][CH2:12]1)=[O:17])([CH3:22])([CH3:21])[CH3:20]. (4) Given the reactants C(Cl)(=O)C(Cl)=O.CS(C)=O.[N:11]1([CH2:31][C@H:32]([C:34]2[CH:43]=[CH:42][C:37]3[C:38](=[O:41])[O:39][CH2:40][C:36]=3[C:35]=2[CH3:44])[OH:33])[CH2:16][CH2:15][N:14]([CH2:17][C@H:18]([C:20]2[CH:29]=[CH:28][C:23]3[C:24](=[O:27])[O:25][CH2:26][C:22]=3[C:21]=2[CH3:30])[OH:19])[CH2:13][CH2:12]1, predict the reaction product. The product is: [OH:19][C@@H:18]([C:20]1[CH:29]=[CH:28][C:23]2[C:24](=[O:27])[O:25][CH2:26][C:22]=2[C:21]=1[CH3:30])[CH2:17][N:14]1[CH2:13][CH2:12][N:11]([CH2:31][C:32]([C:34]2[CH:43]=[CH:42][C:37]3[C:38](=[O:41])[O:39][CH2:40][C:36]=3[C:35]=2[CH3:44])=[O:33])[CH2:16][CH2:15]1. (5) Given the reactants Cl.[NH2:2][C@H:3]1[C@H:7]([C:8]2[CH:13]=[CH:12][C:11]([F:14])=[C:10]([F:15])[CH:9]=2)[CH2:6][N:5]([CH2:16][C:17]#[N:18])[CH2:4]1.[CH3:19][O:20][CH2:21][CH2:22][O:23][C:24]1[C:28]([CH3:29])=[C:27]([NH:30][C:31](=O)[O:32]C2C=CC=CC=2)[N:26]([C:40]2[CH:45]=[CH:44][CH:43]=[CH:42][CH:41]=2)[N:25]=1.CC(N(C)C)=O.CCN(C(C)C)C(C)C, predict the reaction product. The product is: [C:17]([CH2:16][N:5]1[CH2:6][C@@H:7]([C:8]2[CH:13]=[CH:12][C:11]([F:14])=[C:10]([F:15])[CH:9]=2)[C@H:3]([NH:2][C:31]([NH:30][C:27]2[N:26]([C:40]3[CH:45]=[CH:44][CH:43]=[CH:42][CH:41]=3)[N:25]=[C:24]([O:23][CH2:22][CH2:21][O:20][CH3:19])[C:28]=2[CH3:29])=[O:32])[CH2:4]1)#[N:18]. (6) Given the reactants [F:1][C:2]1[C:7]([F:8])=[CH:6][CH:5]=[CH:4][C:3]=1[C:9]1[N:14]=[CH:13][C:12]([CH2:15][N:16]2[CH2:20][C@@H:19]([CH3:21])[O:18][C:17]2=[O:22])=[CH:11][C:10]=1[N+:23]([O-])=O.[H][H], predict the reaction product. The product is: [NH2:23][C:10]1[CH:11]=[C:12]([CH2:15][N:16]2[CH2:20][C@@H:19]([CH3:21])[O:18][C:17]2=[O:22])[CH:13]=[N:14][C:9]=1[C:3]1[CH:4]=[CH:5][CH:6]=[C:7]([F:8])[C:2]=1[F:1].